This data is from Full USPTO retrosynthesis dataset with 1.9M reactions from patents (1976-2016). The task is: Predict the reactants needed to synthesize the given product. (1) Given the product [NH2:28][C:19]1[C:20]2[CH:25]=[C:6]([CH:7]([OH:10])[CH2:8][OH:3])[S:23][C:21]=2[N:22]=[C:17]([C:14]2[S:15][CH:16]=[C:12]([CH3:11])[N:13]=2)[N:18]=1, predict the reactants needed to synthesize it. The reactants are: CS(N)(=O)=[O:3].[CH3:6][C:7]([OH:10])(C)[CH3:8].[CH3:11][C:12]1[N:13]=[C:14]([C:17]2[N:18]=[C:19]([NH2:28])[C:20]3[CH:25]=C(C=C)[S:23][C:21]=3[N:22]=2)[S:15][CH:16]=1.S([O-])([O-])=O.[Na+].[Na+]. (2) Given the product [Cl:1][C:2]1[C:3]2[N:4]([C:8]([CH2:12][CH2:13][C:14]([OH:16])=[O:15])=[N:9][C:10]=2[I:11])[CH:5]=[CH:6][N:7]=1, predict the reactants needed to synthesize it. The reactants are: [Cl:1][C:2]1[C:3]2[N:4]([C:8]([CH2:12][CH2:13][C:14]([O:16]CC)=[O:15])=[N:9][C:10]=2[I:11])[CH:5]=[CH:6][N:7]=1.[Li+].[OH-].Cl. (3) The reactants are: Br[C:2]1[CH:3]=[C:4]2[C:16](=[CH:17][CH:18]=1)[O:15][C:7]1([CH2:12][CH2:11][CH:10]([O:13][CH3:14])[CH2:9][CH2:8]1)[CH2:6][C:5]2=[O:19].[C:20]([C:22]1[CH:23]=[C:24](B(O)O)[CH:25]=[CH:26][CH:27]=1)#[N:21].C(=O)([O-])[O-].[Cs+].[Cs+]. Given the product [CH3:14][O:13][CH:10]1[CH2:11][CH2:12][C:7]2([CH2:6][C:5](=[O:19])[C:4]3[C:16](=[CH:17][CH:18]=[C:2]([C:26]4[CH:27]=[C:22]([CH:23]=[CH:24][CH:25]=4)[C:20]#[N:21])[CH:3]=3)[O:15]2)[CH2:8][CH2:9]1, predict the reactants needed to synthesize it. (4) Given the product [CH2:9]([CH:13]([O:18][C:19]1[C:20]([CH3:27])=[CH:21][C:22]([N:26]=[CH:3][N:4]([CH3:5])[CH3:6])=[C:23]([CH3:25])[CH:24]=1)[CH2:14][CH2:15][CH2:16][CH3:17])[CH2:10][CH2:11][CH3:12], predict the reactants needed to synthesize it. The reactants are: CO[CH:3](OC)[N:4]([CH3:6])[CH3:5].[CH2:9]([CH:13]([O:18][C:19]1[CH:24]=[C:23]([CH3:25])[C:22]([NH2:26])=[CH:21][C:20]=1[CH3:27])[CH2:14][CH2:15][CH2:16][CH3:17])[CH2:10][CH2:11][CH3:12]. (5) Given the product [Br:21][CH2:2][C:3]1[CH:4]=[CH:5][C:6]([O:18][CH3:19])=[C:7]([CH:17]=1)[CH2:8][NH:9][C:10](=[O:16])[O:11][C:12]([CH3:15])([CH3:14])[CH3:13], predict the reactants needed to synthesize it. The reactants are: O[CH2:2][C:3]1[CH:4]=[CH:5][C:6]([O:18][CH3:19])=[C:7]([CH:17]=1)[CH2:8][NH:9][C:10](=[O:16])[O:11][C:12]([CH3:15])([CH3:14])[CH3:13].P(Br)(Br)[Br:21]. (6) Given the product [Cl:1][C:2]1[CH:3]=[C:4]([CH:8]=[CH:9][N:10]=1)[C:5]([NH:38][C:41]1[CH:42]=[CH:47][C:46]([CH3:52])=[C:45]([I:44])[CH:43]=1)=[O:7], predict the reactants needed to synthesize it. The reactants are: [Cl:1][C:2]1[CH:3]=[C:4]([CH:8]=[CH:9][N:10]=1)[C:5]([OH:7])=O.CN(C(ON1N=NC2C=CC=NC1=2)=[N+](C)C)C.F[P-](F)(F)(F)(F)F.C([N:38]([CH:41]([CH3:43])[CH3:42])CC)(C)C.[I:44][C:45]1C=CC(N)=[CH:47][C:46]=1[CH3:52]. (7) Given the product [C:1]([O:4][CH2:5][CH2:6][CH2:7][O:8][C:9]1[CH:10]=[C:11]2[C:16](=[CH:17][C:18]=1[O:19][CH3:20])[C:15]([C:21](=[O:31])[C:22]1[CH:27]=[CH:26][CH:25]=[C:24]([O:28][CH2:29][CH3:30])[CH:23]=1)=[N:14][CH:13]=[C:12]2[C:32]([OH:36])=[O:33])(=[O:3])[CH3:2], predict the reactants needed to synthesize it. The reactants are: [C:1]([O:4][CH2:5][CH2:6][CH2:7][O:8][C:9]1[CH:10]=[C:11]2[C:16](=[CH:17][C:18]=1[O:19][CH3:20])[C:15]([C:21](=[O:31])[C:22]1[CH:27]=[CH:26][CH:25]=[C:24]([O:28][CH2:29][CH3:30])[CH:23]=1)=[N:14][CH:13]=[C:12]2[CH:32]=[O:33])(=[O:3])[CH3:2].O.P([O-])(O)(O)=[O:36].[Na+].CC(=CC)C.Cl([O-])=O.[Na+]. (8) The reactants are: [NH2:1][C:2]1[C:3]2[N:4]([C:8]([CH:25]3[CH2:28][CH2:27][CH2:26]3)=[N:9][C:10]=2[C:11]2[CH2:12][CH2:13][N:14]([C:17](C3C=CC=CC=3)=[O:18])[CH2:15][CH:16]=2)[CH:5]=[CH:6][N:7]=1.[C:29]1([CH2:35]C(O)=O)[CH:34]=[CH:33][CH:32]=[CH:31][CH:30]=1. Given the product [NH2:1][C:2]1[C:3]2[N:4]([C:8]([CH:25]3[CH2:28][CH2:27][CH2:26]3)=[N:9][C:10]=2[C:11]2[CH2:12][CH2:13][N:14]([C:17](=[O:18])[CH2:35][C:29]3[CH:34]=[CH:33][CH:32]=[CH:31][CH:30]=3)[CH2:15][CH:16]=2)[CH:5]=[CH:6][N:7]=1, predict the reactants needed to synthesize it. (9) The reactants are: [NH2:1][C:2]1[C:7]([Br:8])=[CH:6][N:5]=[C:4](Cl)[N:3]=1.[CH3:10][C@H:11]1[CH2:19][C:18]2[C:13](=[CH:14][C:15]([CH3:20])=[CH:16][CH:17]=2)[C@@H:12]1[NH2:21].C(=O)([O-])[O-].[K+].[K+]. Given the product [Br:8][C:7]1[C:2]([NH2:1])=[N:3][C:4]([NH:21][C@H:12]2[C:13]3[C:18](=[CH:17][CH:16]=[C:15]([CH3:20])[CH:14]=3)[CH2:19][C@@H:11]2[CH3:10])=[N:5][CH:6]=1, predict the reactants needed to synthesize it. (10) Given the product [F:29][C:24]1[CH:25]=[CH:26][CH:27]=[CH:28][C:23]=1[C:14]1[N:13]=[N:12][C:11]2[C@@:10]3([CH2:9][O:8][C:1](=[O:33])[CH3:2])[C:20]([CH3:21])([CH3:22])[C@@H:17]([C:16]=2[CH:15]=1)[CH2:18][CH2:19]3, predict the reactants needed to synthesize it. The reactants are: [CH2:1]([O:8][CH2:9][C@:10]12[C:20]([CH3:22])([CH3:21])[C@H:17]([CH2:18][CH2:19]1)[C:16]1[CH:15]=[C:14]([C:23]3[CH:28]=[CH:27][CH:26]=[CH:25][C:24]=3[F:29])[N:13]=[N:12][C:11]2=1)[C:2]1C=CC=CC=1.Br.O.C([O-])(O)=[O:33].[Na+].